Dataset: Catalyst prediction with 721,799 reactions and 888 catalyst types from USPTO. Task: Predict which catalyst facilitates the given reaction. (1) Reactant: [Cl:1][C:2]1[CH:7]=[C:6]([N+:8]([O-])=O)[CH:5]=[C:4]([Cl:11])[C:3]=1[CH3:12].O.O.[Sn](Cl)Cl. Product: [Cl:1][C:2]1[CH:7]=[C:6]([CH:5]=[C:4]([Cl:11])[C:3]=1[CH3:12])[NH2:8]. The catalyst class is: 39. (2) Reactant: [C:1]([NH:4][CH2:5][C:6]([OH:8])=O)(=[O:3])[CH3:2].C1C=CC2N(O)N=NC=2C=1.C1CCC(N=C=NC2CCCCC2)CC1.[C:34]1([P:40]([CH2:47][SH:48])[C:41]2[CH:46]=[CH:45][CH:44]=[CH:43][CH:42]=2)[CH:39]=[CH:38][CH:37]=[CH:36][CH:35]=1. The catalyst class is: 39. Product: [C:34]1([P:40]([CH2:47][S:48][C:6](=[O:8])[CH2:5][NH:4][C:1](=[O:3])[CH3:2])[C:41]2[CH:46]=[CH:45][CH:44]=[CH:43][CH:42]=2)[CH:35]=[CH:36][CH:37]=[CH:38][CH:39]=1. (3) Reactant: [F:1][C:2]1[CH:7]=[CH:6][C:5]([C@@H:8]2[CH2:10][C@H:9]2[NH:11]C(=O)OC(C)(C)C)=[CH:4][C:3]=1[C:19](=[O:27])[NH:20][C:21]1[CH:22]=[N:23][N:24]([CH3:26])[CH:25]=1.[ClH:28].C(OCC)(=O)C. Product: [ClH:28].[ClH:28].[NH2:11][C@@H:9]1[CH2:10][C@H:8]1[C:5]1[CH:6]=[CH:7][C:2]([F:1])=[C:3]([CH:4]=1)[C:19]([NH:20][C:21]1[CH:22]=[N:23][N:24]([CH3:26])[CH:25]=1)=[O:27]. The catalyst class is: 13.